From a dataset of Full USPTO retrosynthesis dataset with 1.9M reactions from patents (1976-2016). Predict the reactants needed to synthesize the given product. (1) The reactants are: [NH2:1][CH2:2][CH2:3][CH2:4][N:5]1[CH2:9][CH2:8][NH:7][C:6]1=[O:10].Cl[C:12]1[CH:17]=[C:16]([C:18]2[CH:23]=[CH:22][CH:21]=[C:20]([CH3:24])[C:19]=2[CH3:25])[N:15]=[C:14]([NH2:26])[N:13]=1. Given the product [NH2:26][C:14]1[N:13]=[C:12]([NH:1][CH2:2][CH2:3][CH2:4][N:5]2[CH2:9][CH2:8][NH:7][C:6]2=[O:10])[CH:17]=[C:16]([C:18]2[CH:23]=[CH:22][CH:21]=[C:20]([CH3:24])[C:19]=2[CH3:25])[N:15]=1, predict the reactants needed to synthesize it. (2) Given the product [NH2:8][C:4]1[C:3]([C:29]2[CH:30]=[CH:31][C:26]([O:25][CH2:18][C:19]3[CH:24]=[CH:23][CH:22]=[CH:21][CH:20]=3)=[CH:27][CH:28]=2)=[C:2]([O:17][C:13]2[CH:12]=[C:11]([NH:10][C:35](=[O:38])[CH:36]=[CH2:37])[CH:16]=[CH:15][CH:14]=2)[CH:7]=[CH:6][N:5]=1, predict the reactants needed to synthesize it. The reactants are: Cl[C:2]1[CH:7]=[CH:6][N:5]=[C:4]([NH2:8])[C:3]=1I.[NH2:10][C:11]1[CH:12]=[C:13]([OH:17])[CH:14]=[CH:15][CH:16]=1.[CH2:18]([O:25][C:26]1[CH:31]=[CH:30][C:29](B(O)O)=[CH:28][CH:27]=1)[C:19]1[CH:24]=[CH:23][CH:22]=[CH:21][CH:20]=1.[C:35](Cl)(=[O:38])[CH:36]=[CH2:37]. (3) Given the product [Cl-:28].[CH2:1]([N:4]1[C:9](=[O:10])[CH:8]=[CH:7][CH:6]=[C:5]1[O:11][C@H:12]1[CH2:16][NH2+:15][C@H:14]([C:24]([O:26][CH3:27])=[O:25])[CH2:13]1)[CH:2]=[CH2:3], predict the reactants needed to synthesize it. The reactants are: [CH2:1]([N:4]1[C:9](=[O:10])[CH:8]=[CH:7][CH:6]=[C:5]1[O:11][C@H:12]1[CH2:16][N:15](C(OC(C)(C)C)=O)[C@H:14]([C:24]([O:26][CH3:27])=[O:25])[CH2:13]1)[CH:2]=[CH2:3].[ClH:28]. (4) The reactants are: C(Cl)(=O)OC.C(N(CC)CC)C.[CH2:13]([C:15]1[C:20]([O:21]C(OC)=O)=[CH:19][C:18]([O:26]C(OC)=O)=[C:17]([C:31]2[CH:36]=[CH:35][CH:34]=[C:33]([OH:37])[CH:32]=2)[C:16]=1[CH2:38][CH2:39][O:40][CH2:41][CH2:42][O:43][CH3:44])[CH3:14].[BH4-].[Na+].N. Given the product [CH2:13]([C:15]1[C:20]([OH:21])=[CH:19][C:18]([OH:26])=[C:17]([C:31]2[CH:36]=[CH:35][CH:34]=[C:33]([OH:37])[CH:32]=2)[C:16]=1[CH2:38][CH2:39][O:40][CH2:41][CH2:42][O:43][CH3:44])[CH3:14], predict the reactants needed to synthesize it. (5) Given the product [Cl:1][C:2]1[CH:3]=[C:4]([CH:5]([OH:6])[CH:11]=[CH2:12])[CH:7]=[C:8]([Cl:10])[CH:9]=1, predict the reactants needed to synthesize it. The reactants are: [Cl:1][C:2]1[CH:3]=[C:4]([CH:7]=[C:8]([Cl:10])[CH:9]=1)[CH:5]=[O:6].[CH:11]([Mg]Br)=[CH2:12].Cl.CCOC(C)=O. (6) Given the product [CH2:1]([N:3]1[C:9]2[CH:10]=[C:11]([N+:16]([O-:18])=[O:17])[C:12]([O:14][CH3:15])=[CH:13][C:8]=2[CH2:7][N:6]([CH2:20][CH3:21])[CH2:5][C:4]1=[O:19])[CH3:2], predict the reactants needed to synthesize it. The reactants are: [CH2:1]([N:3]1[C:9]2[CH:10]=[C:11]([N+:16]([O-:18])=[O:17])[C:12]([O:14][CH3:15])=[CH:13][C:8]=2[CH2:7][NH:6][CH2:5][C:4]1=[O:19])[CH3:2].[CH2:20](Br)[CH3:21].[I-].[Na+].C(N(CC)C(C)C)(C)C.CN(C)C=O. (7) Given the product [CH3:36][O:35][CH2:34][CH2:33][C:32]1[N:37]=[C:27]([CH:13]2[CH2:14][CH:15]([C:17]3[CH:18]=[CH:19][C:20]([C:23]([F:25])([F:24])[F:26])=[CH:21][CH:22]=3)[CH2:16][N:11]([C:9]([N:5]3[CH2:6][CH2:7][CH2:8][CH:3]([O:2][CH3:1])[CH2:4]3)=[O:10])[CH2:12]2)[O:29][N:31]=1, predict the reactants needed to synthesize it. The reactants are: [CH3:1][O:2][CH:3]1[CH2:8][CH2:7][CH2:6][N:5]([C:9]([N:11]2[CH2:16][CH:15]([C:17]3[CH:22]=[CH:21][C:20]([C:23]([F:26])([F:25])[F:24])=[CH:19][CH:18]=3)[CH2:14][CH:13]([C:27]([OH:29])=O)[CH2:12]2)=[O:10])[CH2:4]1.O[NH:31][C:32](=[NH:37])[CH2:33][CH2:34][O:35][CH3:36].